Dataset: Catalyst prediction with 721,799 reactions and 888 catalyst types from USPTO. Task: Predict which catalyst facilitates the given reaction. (1) Reactant: [C:1]([OH:10])(=O)[CH2:2][CH2:3][CH2:4][CH2:5][C:6](O)=O.C(O)(=O)CCCC(O)=O. Product: [C:1]1(=[O:10])[CH2:2][CH2:3][CH2:4][CH2:5][CH2:6]1.[CH:1]1([OH:10])[CH2:2][CH2:3][CH2:4][CH2:5][CH2:6]1. The catalyst class is: 244. (2) Reactant: [CH2:1]([O:3][C:4](=[O:28])[CH2:5][CH2:6][C:7]1[CH:12]=[CH:11][C:10]([O:13][C:14]2[CH:19]=[C:18]([CH3:20])[CH:17]=[C:16]([CH:21]([N:23]=[N+]=[N-])[CH3:22])[CH:15]=2)=[CH:9][C:8]=1[CH2:26][CH3:27])[CH3:2].C1(P(C2C=CC=CC=2)C2C=CC=CC=2)C=CC=CC=1. Product: [CH2:1]([O:3][C:4](=[O:28])[CH2:5][CH2:6][C:7]1[CH:12]=[CH:11][C:10]([O:13][C:14]2[CH:19]=[C:18]([CH3:20])[CH:17]=[C:16]([CH:21]([NH2:23])[CH3:22])[CH:15]=2)=[CH:9][C:8]=1[CH2:26][CH3:27])[CH3:2]. The catalyst class is: 20.